Dataset: Full USPTO retrosynthesis dataset with 1.9M reactions from patents (1976-2016). Task: Predict the reactants needed to synthesize the given product. (1) The reactants are: N(C(OCC)=O)=NC(OCC)=O.[C:13]([SiH2:17][O:18][C:19]([CH3:30])([CH3:29])[C:20]1[N:25]=[C:24]([C@H:26](O)[CH3:27])[CH:23]=[CH:22][CH:21]=1)([CH3:16])([CH3:15])[CH3:14].C1(P(C2C=CC=CC=2)C2C=CC=CC=2)C=CC=CC=1.C1(P([N:64]=[N+:65]=[N-:66])(C2C=CC=CC=2)=O)C=CC=CC=1. Given the product [N:64]([C@H:26]([C:24]1[CH:23]=[CH:22][CH:21]=[C:20]([C:19]([CH3:30])([CH3:29])[O:18][SiH2:17][C:13]([CH3:16])([CH3:15])[CH3:14])[N:25]=1)[CH3:27])=[N+:65]=[N-:66], predict the reactants needed to synthesize it. (2) Given the product [Br:1][C:2]1[CH:11]=[C:10]2[C:5]([CH:6]=[CH:7][C:8]([C:17]3[CH:16]=[N:15][N:14]([CH3:13])[CH:18]=3)=[N:9]2)=[CH:4][N:3]=1, predict the reactants needed to synthesize it. The reactants are: [Br:1][C:2]1[CH:11]=[C:10]2[C:5]([CH:6]=[CH:7][C:8](Cl)=[N:9]2)=[CH:4][N:3]=1.[CH3:13][N:14]1[CH:18]=[C:17](B2OC(C)(C)C(C)(C)O2)[CH:16]=[N:15]1.C(=O)([O-])[O-].[Na+].[Na+].